From a dataset of Full USPTO retrosynthesis dataset with 1.9M reactions from patents (1976-2016). Predict the reactants needed to synthesize the given product. Given the product [F:1][C:2]1[CH:7]=[CH:6][CH:5]=[CH:4][C:3]=1[C:8]1[N:9]=[N:10][N:11]([CH3:27])[C:12]=1[C:13]1[N:14]=[CH:15][N:16]([C:18]2[CH:26]=[CH:25][C:21]([C:22]([NH:28][N:29]3[CH2:34][CH2:33][O:32][CH2:31][CH2:30]3)=[O:24])=[CH:20][N:19]=2)[CH:17]=1, predict the reactants needed to synthesize it. The reactants are: [F:1][C:2]1[CH:7]=[CH:6][CH:5]=[CH:4][C:3]=1[C:8]1[N:9]=[N:10][N:11]([CH3:27])[C:12]=1[C:13]1[N:14]=[CH:15][N:16]([C:18]2[CH:26]=[CH:25][C:21]([C:22]([OH:24])=O)=[CH:20][N:19]=2)[CH:17]=1.[NH2:28][N:29]1[CH2:34][CH2:33][O:32][CH2:31][CH2:30]1.